From a dataset of Full USPTO retrosynthesis dataset with 1.9M reactions from patents (1976-2016). Predict the reactants needed to synthesize the given product. (1) Given the product [CH2:34]([N:31]1[CH2:32][CH2:33][CH:29]([CH2:28][N:2]([CH3:1])[C:3]2[S:4][C:5]3[CH:11]=[C:10]([NH:12][C:13]([C:15]4[CH:16]=[CH:17][C:18]([C:21]5[CH:26]=[CH:25][C:24]([F:27])=[CH:23][CH:22]=5)=[CH:19][CH:20]=4)=[O:14])[CH:9]=[CH:8][C:6]=3[N:7]=2)[CH2:30]1)[CH3:35], predict the reactants needed to synthesize it. The reactants are: [CH3:1][N:2]([CH2:28][CH:29]1[CH2:33][CH2:32][NH:31][CH2:30]1)[C:3]1[S:4][C:5]2[CH:11]=[C:10]([NH:12][C:13]([C:15]3[CH:20]=[CH:19][C:18]([C:21]4[CH:26]=[CH:25][C:24]([F:27])=[CH:23][CH:22]=4)=[CH:17][CH:16]=3)=[O:14])[CH:9]=[CH:8][C:6]=2[N:7]=1.[CH:34](=O)[CH3:35].C(O[BH-](OC(=O)C)OC(=O)C)(=O)C.[Na+]. (2) Given the product [O:20]=[C:18]1[N:17]([C:21]2[CH:31]=[CH:30][C:24]3[S:25][CH2:26][C:27](=[O:29])[NH:28][C:23]=3[CH:22]=2)[CH2:16][C@@H:15]([CH2:14][CH2:13][NH:12][CH2:1][C:3]2[CH:4]=[C:5]([B:9]([OH:11])[OH:10])[CH:6]=[CH:7][CH:8]=2)[O:19]1, predict the reactants needed to synthesize it. The reactants are: [CH:1]([C:3]1[CH:4]=[C:5]([B:9]([OH:11])[OH:10])[CH:6]=[CH:7][CH:8]=1)=O.[NH2:12][CH2:13][CH2:14][C@H:15]1[O:19][C:18](=[O:20])[N:17]([C:21]2[CH:31]=[CH:30][C:24]3[S:25][CH2:26][C:27](=[O:29])[NH:28][C:23]=3[CH:22]=2)[CH2:16]1.[BH-](OC(C)=O)(OC(C)=O)OC(C)=O.[Na+]. (3) Given the product [ClH:1].[F:14][C:3]([F:2])([F:13])[C:4]1[C:9]([C:10]([NH:12][Cl:1])=[O:11])=[CH:8][N:7]=[CH:6][CH:5]=1, predict the reactants needed to synthesize it. The reactants are: [ClH:1].[F:2][C:3]([F:14])([F:13])[C:4]1[C:9]([C:10]([NH2:12])=[O:11])=[CH:8][N:7]=[CH:6][CH:5]=1.ClCl. (4) Given the product [NH2:12][C:4]1[C:5]([C:9]([OH:11])=[O:10])=[N:6][CH:7]=[CH:8][C:3]=1[O:2][CH3:1], predict the reactants needed to synthesize it. The reactants are: [CH3:1][O:2][C:3]1[CH:8]=[CH:7][N:6]=[C:5]([C:9]([OH:11])=[O:10])[C:4]=1[N+:12]([O-])=O.C(=O)([O-])O.[Na+].[H][H]. (5) Given the product [C:31]([OH:36])(=[O:35])[C:32]([OH:34])=[O:33].[Cl:25][C:23]1[C:22]([F:26])=[CH:21][C:20]([C:27]#[N:28])=[C:19]([O:18][C@@H:11]([C:12]2[CH:13]=[CH:14][CH:15]=[CH:16][CH:17]=2)[CH2:10][CH2:9][NH:7][CH3:6])[CH:24]=1, predict the reactants needed to synthesize it. The reactants are: CC(O[C:6](=O)[N:7]([CH2:9][CH2:10][C@@H:11]([O:18][C:19]1[CH:24]=[C:23]([Cl:25])[C:22]([F:26])=[CH:21][C:20]=1[C:27]#[N:28])[C:12]1[CH:17]=[CH:16][CH:15]=[CH:14][CH:13]=1)C)(C)C.Cl.[C:31]([OH:36])(=[O:35])[C:32]([OH:34])=[O:33]. (6) Given the product [NH:1]1[C:9]2[C:4](=[CH:5][CH:6]=[CH:7][CH:8]=2)[C:3](/[CH:10]=[CH:11]/[C:12]2[CH:17]=[CH:16][CH:15]=[CH:14][C:13]=2[N:18]2[C:22](=[O:23])[C:21]3[C:20](=[CH:28][CH:27]=[CH:26][CH:25]=3)[C:19]2=[O:24])=[N:2]1, predict the reactants needed to synthesize it. The reactants are: [NH:1]1[C:9]2[C:4](=[CH:5][CH:6]=[CH:7][CH:8]=2)[C:3](/[CH:10]=[CH:11]/[C:12]2[CH:17]=[CH:16][CH:15]=[CH:14][C:13]=2[NH2:18])=[N:2]1.[C:19]1(=O)[O:24][C:22](=[O:23])[C:21]2=[CH:25][CH:26]=[CH:27][CH:28]=[C:20]12.C(N(CC)CC)C. (7) Given the product [CH2:3]([N:2]([CH3:1])[CH2:17][C:18]([CH3:19])=[O:20])[C:4]1[CH:9]=[CH:8][CH:7]=[CH:6][CH:5]=1, predict the reactants needed to synthesize it. The reactants are: [CH3:1][NH:2][CH2:3][C:4]1[CH:9]=[CH:8][CH:7]=[CH:6][CH:5]=1.C(=O)([O-])[O-].[K+].[K+].Cl[CH2:17][C:18](=[O:20])[CH3:19].